This data is from Full USPTO retrosynthesis dataset with 1.9M reactions from patents (1976-2016). The task is: Predict the reactants needed to synthesize the given product. The reactants are: [NH2:1][C:2]1[CH:7]=[C:6]([CH2:8]O)[N:5]=[C:4]([C:10]([O:12][CH3:13])=[O:11])[C:3]=1[Cl:14].S(Cl)([Cl:17])=O. Given the product [NH2:1][C:2]1[CH:7]=[C:6]([CH2:8][Cl:17])[N:5]=[C:4]([C:10]([O:12][CH3:13])=[O:11])[C:3]=1[Cl:14], predict the reactants needed to synthesize it.